Dataset: Forward reaction prediction with 1.9M reactions from USPTO patents (1976-2016). Task: Predict the product of the given reaction. (1) Given the reactants [CH2:1]([NH:8][C:9]([C:11]1[S:12][CH:13]=[CH:14][C:15]=1[NH:16][C:17]1[C:18]2[CH:25]=[CH:24][NH:23][C:19]=2[N:20]=[CH:21][N:22]=1)=[O:10])[C:2]1C=CC=CC=1.[CH2:26]([NH:33]CCN)[C:27]1[CH:32]=[CH:31][CH:30]=[CH:29][CH:28]=1, predict the reaction product. The product is: [CH2:26]([NH:33][CH2:2][CH2:1][NH:8][C:9]([C:11]1[S:12][CH:13]=[CH:14][C:15]=1[NH:16][C:17]1[C:18]2[CH:25]=[CH:24][NH:23][C:19]=2[N:20]=[CH:21][N:22]=1)=[O:10])[C:27]1[CH:32]=[CH:31][CH:30]=[CH:29][CH:28]=1. (2) Given the reactants [C:1]([C:5]1[CH:6]=[C:7]([C:15]([O:17]C)=[O:16])[CH:8]=[C:9]([CH:14]=1)[C:10]([O:12][CH3:13])=[O:11])([CH3:4])([CH3:3])[CH3:2].O.[OH-].[Li+], predict the reaction product. The product is: [C:1]([C:5]1[CH:6]=[C:7]([CH:8]=[C:9]([C:10]([O:12][CH3:13])=[O:11])[CH:14]=1)[C:15]([OH:17])=[O:16])([CH3:4])([CH3:2])[CH3:3]. (3) Given the reactants [CH2:1]([O:8][CH2:9][C:10]1([C:20]#[CH:21])[CH2:19][CH2:18][C:13]2([O:17][CH2:16][CH2:15][O:14]2)[CH2:12][CH2:11]1)[C:2]1[CH:7]=[CH:6][CH:5]=[CH:4][CH:3]=1.C([Li])CCC.[CH3:27][C:28]1[CH:35]=[CH:34][C:31]([CH:32]=[O:33])=[CH:30][CH:29]=1.[Cl-].[NH4+], predict the reaction product. The product is: [CH2:1]([O:8][CH2:9][C:10]1([C:20]#[C:21][CH:32]([C:31]2[CH:34]=[CH:35][C:28]([CH3:27])=[CH:29][CH:30]=2)[OH:33])[CH2:19][CH2:18][C:13]2([O:14][CH2:15][CH2:16][O:17]2)[CH2:12][CH2:11]1)[C:2]1[CH:3]=[CH:4][CH:5]=[CH:6][CH:7]=1. (4) Given the reactants [CH3:1][C:2]1[O:6][N:5]=[C:4]([C:7]2[CH:12]=[CH:11][CH:10]=[CH:9][CH:8]=2)[C:3]=1[C:13]1[N:14]=[C:15]2[CH:20]=[C:19]([C:21]([OH:23])=O)[CH:18]=[CH:17][N:16]2[CH:24]=1.[CH2:25]([NH2:31])[C:26]1[O:30][CH:29]=[CH:28][CH:27]=1, predict the reaction product. The product is: [O:30]1[CH:29]=[CH:28][CH:27]=[C:26]1[CH2:25][NH:31][C:21]([C:19]1[CH:18]=[CH:17][N:16]2[CH:24]=[C:13]([C:3]3[C:4]([C:7]4[CH:12]=[CH:11][CH:10]=[CH:9][CH:8]=4)=[N:5][O:6][C:2]=3[CH3:1])[N:14]=[C:15]2[CH:20]=1)=[O:23]. (5) Given the reactants [S:1]([C:13]1[CH:18]=[CH:17][CH:16]=[CH:15][CH:14]=1)[C@@H:2]1[O:10][C@H:9]([CH2:11][OH:12])[C@H:7]([OH:8])[C@H:5]([OH:6])[C@H:3]1[OH:4].C([Sn](=O)CCCC)CCC.[CH:29]1[CH:34]=[CH:33][C:32]([CH2:35]Br)=[CH:31][CH:30]=1, predict the reaction product. The product is: [CH2:35]([O:6][C@H:5]1[C@@H:7]([OH:8])[C@@H:9]([CH2:11][OH:12])[O:10][C@@H:2]([S:1][C:13]2[CH:14]=[CH:15][CH:16]=[CH:17][CH:18]=2)[C@@H:3]1[OH:4])[C:32]1[CH:33]=[CH:34][CH:29]=[CH:30][CH:31]=1. (6) Given the reactants [CH3:1][O:2][C:3]1[CH:4]=[C:5]([N:12]2[CH2:17][CH2:16][CH:15]([N:18]3[CH2:23][CH2:22][NH:21][CH2:20][CH2:19]3)[CH2:14][CH2:13]2)[CH:6]=[CH:7][C:8]=1[N+:9]([O-:11])=[O:10].[CH3:24][S:25](Cl)(=[O:27])=[O:26].C(N(CC)CC)C, predict the reaction product. The product is: [CH3:1][O:2][C:3]1[CH:4]=[C:5]([N:12]2[CH2:13][CH2:14][CH:15]([N:18]3[CH2:19][CH2:20][N:21]([S:25]([CH3:24])(=[O:27])=[O:26])[CH2:22][CH2:23]3)[CH2:16][CH2:17]2)[CH:6]=[CH:7][C:8]=1[N+:9]([O-:11])=[O:10].